Task: Predict which catalyst facilitates the given reaction.. Dataset: Catalyst prediction with 721,799 reactions and 888 catalyst types from USPTO (1) Reactant: [Si:1]([O:8][C@H:9]1[CH2:12][N:11]([C:13]2[CH:18]=[N:17][CH:16]=[C:15]([Cl:19])[N:14]=2)[C@@H:10]1[C:20]([O:22]C)=[O:21])([C:4]([CH3:7])([CH3:6])[CH3:5])([CH3:3])[CH3:2].[OH-].[Na+].CO. Product: [Si:1]([O:8][C@H:9]1[CH2:12][N:11]([C:13]2[CH:18]=[N:17][CH:16]=[C:15]([Cl:19])[N:14]=2)[C@@H:10]1[C:20]([OH:22])=[O:21])([C:4]([CH3:7])([CH3:5])[CH3:6])([CH3:2])[CH3:3]. The catalyst class is: 1. (2) Reactant: Cl[C:2]1[C:7]([N+:8]([O-:10])=[O:9])=[CH:6][CH:5]=[CH:4][N:3]=1.[CH3:11][O:12][C:13](=[O:23])[CH2:14][C:15]1[CH:20]=[CH:19][C:18]([NH2:21])=[CH:17][C:16]=1[CH3:22].Cl.O1CCOCC1. Product: [CH3:11][O:12][C:13](=[O:23])[CH2:14][C:15]1[CH:20]=[CH:19][C:18]([NH:21][C:2]2[C:7]([N+:8]([O-:10])=[O:9])=[CH:6][CH:5]=[CH:4][N:3]=2)=[CH:17][C:16]=1[CH3:22]. The catalyst class is: 71. (3) Reactant: [Cl:1][C:2]1[CH:3]=[CH:4][C:5]([C@@:8]([NH:30][C:31](=[O:42])[CH:32]=[C:33]([C:38]([F:41])([F:40])[F:39])[C:34]([F:37])([F:36])[F:35])([C:16]2[CH:21]=[C:20]([O:22][C:23]([F:28])([F:27])[CH:24]([F:26])[F:25])[CH:19]=[C:18]([F:29])[CH:17]=2)[CH2:9][C:10]2[CH:15]=[CH:14][CH:13]=[CH:12][CH:11]=2)=[N:6][CH:7]=1.C1(C2C=C[N+]([O-:55])=CC=2)C=CC=CC=1.[O-]Cl.[Na+]. Product: [Cl:1][C:2]1[CH:3]=[CH:4][C:5]([C@@:8]([NH:30][C:31]([CH:32]2[C:33]([C:38]([F:39])([F:41])[F:40])([C:34]([F:35])([F:36])[F:37])[O:55]2)=[O:42])([C:16]2[CH:21]=[C:20]([O:22][C:23]([F:27])([F:28])[CH:24]([F:26])[F:25])[CH:19]=[C:18]([F:29])[CH:17]=2)[CH2:9][C:10]2[CH:11]=[CH:12][CH:13]=[CH:14][CH:15]=2)=[N:6][CH:7]=1. The catalyst class is: 10. (4) Reactant: N1C=CC=CC=1.N1C(F)=NC(F)=NC=1[F:9].[NH2:16][CH2:17][CH2:18][C:19]1[N:27]=[C:26]([Cl:28])[CH:25]=[CH:24][C:20]=1[C:21](O)=[O:22]. Product: [NH2:16][CH2:17][CH2:18][C:19]1[N:27]=[C:26]([Cl:28])[CH:25]=[CH:24][C:20]=1[C:21]([F:9])=[O:22]. The catalyst class is: 4. (5) Reactant: Cl[C:2]1[C:3]2[NH:10][C:9]([C:11]3[O:12][CH:13]=[CH:14][CH:15]=3)=[CH:8][C:4]=2[N:5]=[CH:6][N:7]=1.[CH3:16][C:17]1[CH:18]=[C:19]([CH:21]=[CH:22][C:23]=1[O:24][C:25]1[CH:26]=[N:27][C:28]([CH3:31])=[CH:29][CH:30]=1)[NH2:20].CN1CCCC1=O.C(=O)([O-])O.[Na+]. Product: [O:12]1[CH:13]=[CH:14][CH:15]=[C:11]1[C:9]1[NH:10][C:3]2[C:2]([NH:20][C:19]3[CH:21]=[CH:22][C:23]([O:24][C:25]4[CH:26]=[N:27][C:28]([CH3:31])=[CH:29][CH:30]=4)=[C:17]([CH3:16])[CH:18]=3)=[N:7][CH:6]=[N:5][C:4]=2[CH:8]=1. The catalyst class is: 6. (6) The catalyst class is: 4. Product: [F:1][C:2]1[CH:10]=[C:9]([C:11]([F:17])([F:16])[C:12]([F:15])([F:14])[F:13])[CH:8]=[CH:7][C:3]=1[C:4]([NH:18][C:19]1[CH:31]=[CH:30][C:22]([C:23]([O:25][C:26]([CH3:27])([CH3:28])[CH3:29])=[O:24])=[CH:21][CH:20]=1)=[O:5]. Reactant: [F:1][C:2]1[CH:10]=[C:9]([C:11]([F:17])([F:16])[C:12]([F:15])([F:14])[F:13])[CH:8]=[CH:7][C:3]=1[C:4](Cl)=[O:5].[NH2:18][C:19]1[CH:31]=[CH:30][C:22]([C:23]([O:25][C:26]([CH3:29])([CH3:28])[CH3:27])=[O:24])=[CH:21][CH:20]=1.N1C=CC=CC=1.O.